Dataset: Forward reaction prediction with 1.9M reactions from USPTO patents (1976-2016). Task: Predict the product of the given reaction. (1) The product is: [Cl:1][C:2]1[CH:8]=[C:7]([O:9][C:10]2[C:19]3[C:14](=[CH:15][C:16]([O:22][CH3:23])=[C:17]([O:20][CH3:21])[CH:18]=3)[N:13]=[CH:12][N:11]=2)[CH:6]=[CH:5][C:3]=1[NH:4][C:28](=[O:34])[O:29][CH2:30][C:38]1[CH:39]=[CH:40][CH:41]=[CH:42][C:37]=1[Cl:36]. Given the reactants [Cl:1][C:2]1[CH:8]=[C:7]([O:9][C:10]2[C:19]3[C:14](=[CH:15][C:16]([O:22][CH3:23])=[C:17]([O:20][CH3:21])[CH:18]=3)[N:13]=[CH:12][N:11]=2)[CH:6]=[CH:5][C:3]=1[NH2:4].ClC(Cl)(O[C:28](=[O:34])[O:29][C:30](Cl)(Cl)Cl)Cl.[Cl:36][C:37]1[CH:42]=[CH:41][CH:40]=[CH:39][C:38]=1CO.C(=O)(O)[O-].[Na+], predict the reaction product. (2) Given the reactants [F:1][C:2]1[CH:7]=[CH:6][C:5]([CH2:8][C:9](Cl)=[O:10])=[CH:4][CH:3]=1.[CH3:12][C:13]1(C)[O:18]C(=O)[CH2:16][C:15](=O)[O:14]1.CCN(C(C)C)C(C)C, predict the reaction product. The product is: [F:1][C:2]1[CH:7]=[CH:6][C:5]([CH2:8][C:9](=[O:10])[CH2:12][C:13]([O:14][CH2:15][CH3:16])=[O:18])=[CH:4][CH:3]=1. (3) Given the reactants Cl[C:2]1[N:7]=[CH:6][C:5]([C:8](=[O:10])[CH3:9])=[CH:4][CH:3]=1.[NH4+:11].[OH-], predict the reaction product. The product is: [NH2:11][C:2]1[N:7]=[CH:6][C:5]([C:8](=[O:10])[CH3:9])=[CH:4][CH:3]=1. (4) Given the reactants CC1C=CC(S(O[CH2:12][C@@H:13]2[O:27][C:17]3=[C:18]4[C:23](=[CH:24][CH:25]=[C:16]3[O:15][CH2:14]2)[N:22]=[C:21]([CH3:26])[CH:20]=[CH:19]4)(=O)=O)=CC=1.[CH3:28][C:29]1[CH:30]=[C:31]2[C:35](=[CH:36][CH:37]=1)[NH:34][CH:33]=[C:32]2[C:38]1[CH2:39][CH2:40][NH:41][CH2:42][CH:43]=1, predict the reaction product. The product is: [CH3:28][C:29]1[CH:30]=[C:31]2[C:35](=[CH:36][CH:37]=1)[NH:34][CH:33]=[C:32]2[C:38]1[CH2:39][CH2:40][N:41]([CH2:12][CH:13]2[O:27][C:17]3=[C:18]4[C:23](=[CH:24][CH:25]=[C:16]3[O:15][CH2:14]2)[N:22]=[C:21]([CH3:26])[CH:20]=[CH:19]4)[CH2:42][CH:43]=1. (5) The product is: [CH3:31][O:30][C:22]1[C:23]2[O:27][C:26]([CH3:29])([CH3:28])[CH2:25][C:24]=2[C:19]([C:13]2[C:14]([CH3:17])([CH3:18])[C:15](=[O:16])[N:11]([CH:8]3[CH2:7][CH2:6][N:5]([C:3](=[O:4])[CH2:2][N:36]4[C:32](=[O:38])[CH2:33][CH2:34][C:35]4=[O:37])[CH2:10][CH2:9]3)[N:12]=2)=[CH:20][CH:21]=1. Given the reactants Cl[CH2:2][C:3]([N:5]1[CH2:10][CH2:9][CH:8]([N:11]2[C:15](=[O:16])[C:14]([CH3:18])([CH3:17])[C:13]([C:19]3[C:24]4[CH2:25][C:26]([CH3:29])([CH3:28])[O:27][C:23]=4[C:22]([O:30][CH3:31])=[CH:21][CH:20]=3)=[N:12]2)[CH2:7][CH2:6]1)=[O:4].[C:32]1(=[O:38])[NH:36][C:35](=[O:37])[CH2:34][CH2:33]1, predict the reaction product. (6) The product is: [F:49][C:46]([F:47])([F:48])[O:45][C:42]1[CH:43]=[CH:44][C:39]([O:38][CH2:37][CH:34]2[CH2:33][CH2:32][N:31]([C:28]3[CH:27]=[CH:26][C:25]([OH:24])=[CH:30][N:29]=3)[CH2:36][CH2:35]2)=[CH:40][CH:41]=1. Given the reactants C1(C)C=CC(S([O-])(=O)=O)=CC=1.[NH+]1C=CC=CC=1.O1CCCCC1[O:24][C:25]1[CH:26]=[CH:27][C:28]([N:31]2[CH2:36][CH2:35][CH:34]([CH2:37][O:38][C:39]3[CH:44]=[CH:43][C:42]([O:45][C:46]([F:49])([F:48])[F:47])=[CH:41][CH:40]=3)[CH2:33][CH2:32]2)=[N:29][CH:30]=1.C(=O)([O-])O.[Na+], predict the reaction product.